This data is from Full USPTO retrosynthesis dataset with 1.9M reactions from patents (1976-2016). The task is: Predict the reactants needed to synthesize the given product. (1) Given the product [C:20]([C:22]1[CH:23]=[C:24]([CH:28]=[CH:29][CH:30]=1)[C:25]([NH:13][C:9]1[CH:8]=[C:7]2[C:12]([C:4]([CH2:2][CH3:3])=[N:5][N:6]2[C:14]2[CH:19]=[CH:18][CH:17]=[CH:16][CH:15]=2)=[CH:11][CH:10]=1)=[O:26])#[N:21], predict the reactants needed to synthesize it. The reactants are: Cl.[CH2:2]([C:4]1[C:12]2[C:7](=[CH:8][C:9]([NH2:13])=[CH:10][CH:11]=2)[N:6]([C:14]2[CH:19]=[CH:18][CH:17]=[CH:16][CH:15]=2)[N:5]=1)[CH3:3].[C:20]([C:22]1[CH:23]=[C:24]([CH:28]=[CH:29][CH:30]=1)[C:25](O)=[O:26])#[N:21].CCN=C=NCCCN(C)C.Cl. (2) Given the product [ClH:51].[ClH:51].[O:38]=[C:34]1[CH2:35][CH2:36][CH2:37][N:33]1[C:2]1[CH:32]=[CH:31][C:5]([O:6][CH2:7][CH2:8][CH2:9][N:10]([CH2:24][C:25]2[CH:30]=[CH:29][N:28]=[CH:27][CH:26]=2)[CH2:11][CH2:12][N:13]2[CH:22]=[CH:21][C:20]3[C:15](=[CH:16][CH:17]=[CH:18][CH:19]=3)[C:14]2=[O:23])=[CH:4][CH:3]=1, predict the reactants needed to synthesize it. The reactants are: Br[C:2]1[CH:32]=[CH:31][C:5]([O:6][CH2:7][CH2:8][CH2:9][N:10]([CH2:24][C:25]2[CH:30]=[CH:29][N:28]=[CH:27][CH:26]=2)[CH2:11][CH2:12][N:13]2[CH:22]=[CH:21][C:20]3[C:15](=[CH:16][CH:17]=[CH:18][CH:19]=3)[C:14]2=[O:23])=[CH:4][CH:3]=1.[NH:33]1[CH2:37][CH2:36][CH2:35][C:34]1=[O:38].C(=O)([O-])[O-].[K+].[K+].CNCCNC.[ClH:51]. (3) The reactants are: [Br:1][C:2]1[CH:3]=[N:4][N:5]([CH3:16])[C:6]=1[C:7]1[CH:8]=[C:9]([C:13]([OH:15])=O)[S:10][C:11]=1[Cl:12].[NH2:17][C@@H:18]([CH2:31][C:32]1[CH:37]=[CH:36][C:35]([F:38])=[CH:34][CH:33]=1)[CH2:19][N:20]1[C:28](=[O:29])[C:27]2[C:22](=[CH:23][CH:24]=[CH:25][CH:26]=2)[C:21]1=[O:30].CC(OC(N[C@H](C(O)=O)CC1C=CC=CC=1C(F)(F)F)=O)(C)C.C1CN([P+](Br)(N2CCCC2)N2CCCC2)CC1.F[P-](F)(F)(F)(F)F.CCN(C(C)C)C(C)C. Given the product [Br:1][C:2]1[CH:3]=[N:4][N:5]([CH3:16])[C:6]=1[C:7]1[CH:8]=[C:9]([C:13]([NH:17][C@@H:18]([CH2:31][C:32]2[CH:33]=[CH:34][C:35]([F:38])=[CH:36][CH:37]=2)[CH2:19][N:20]2[C:28](=[O:29])[C:27]3[C:22](=[CH:23][CH:24]=[CH:25][CH:26]=3)[C:21]2=[O:30])=[O:15])[S:10][C:11]=1[Cl:12], predict the reactants needed to synthesize it. (4) Given the product [Br:10][C:7]1[CH:8]=[CH:9][N:4]2[N:3]=[C:2]([N:12]3[CH2:17][CH2:16][O:15][CH2:14][CH2:13]3)[N:11]=[C:5]2[CH:6]=1, predict the reactants needed to synthesize it. The reactants are: Br[C:2]1[N:11]=[C:5]2[CH:6]=[C:7]([Br:10])[CH:8]=[CH:9][N:4]2[N:3]=1.[NH:12]1[CH2:17][CH2:16][O:15][CH2:14][CH2:13]1. (5) Given the product [CH3:1][O:2][CH2:3][CH2:4][C:5]1[N:6]([CH2:18][CH2:19][O:20][CH2:21][CH2:22][NH:23][C:24](=[O:30])[O:25][C:26]([CH3:27])([CH3:29])[CH3:28])[C:7]2[C:16]3[CH:15]=[CH:14][CH:13]=[CH:12][C:11]=3[N+:10]([O-:36])=[CH:9][C:8]=2[N:17]=1, predict the reactants needed to synthesize it. The reactants are: [CH3:1][O:2][CH2:3][CH2:4][C:5]1[N:6]([CH2:18][CH2:19][O:20][CH2:21][CH2:22][NH:23][C:24](=[O:30])[O:25][C:26]([CH3:29])([CH3:28])[CH3:27])[C:7]2[C:16]3[CH:15]=[CH:14][CH:13]=[CH:12][C:11]=3[N:10]=[CH:9][C:8]=2[N:17]=1.ClC1C=C(C=CC=1)C(OO)=[O:36]. (6) Given the product [NH2:3][C:4]1[N:8]([CH2:9][CH2:10][CH2:11][CH2:12][CH2:13][NH2:14])[C:7]([S:25][C:26]2[C:34]([I:35])=[CH:33][C:29]3[O:30][CH2:31][O:32][C:28]=3[CH:27]=2)=[N:6][C:5]=1[C:36]([NH2:38])=[O:37], predict the reactants needed to synthesize it. The reactants are: CN.[NH2:3][C:4]1[N:8]([CH2:9][CH2:10][CH2:11][CH2:12][CH2:13][N:14]2C(=O)C3C(=CC=CC=3)C2=O)[C:7]([S:25][C:26]2[C:34]([I:35])=[CH:33][C:29]3[O:30][CH2:31][O:32][C:28]=3[CH:27]=2)=[N:6][C:5]=1[C:36]([NH2:38])=[O:37]. (7) Given the product [F:1][C:2]1[CH:3]=[CH:4][C:5]([C:8]2[CH2:12][CH2:11][CH:10]([NH2:13])[CH:9]=2)=[CH:6][CH:7]=1, predict the reactants needed to synthesize it. The reactants are: [F:1][C:2]1[CH:7]=[CH:6][C:5]([C:8]2[CH2:12][CH2:11][CH:10]([N:13]3C(=O)C4C(=CC=CC=4)C3=O)[CH:9]=2)=[CH:4][CH:3]=1.O.NN.